From a dataset of Reaction yield outcomes from USPTO patents with 853,638 reactions. Predict the reaction yield, written as a fraction of the theoretical maximum amount of product (1.0 means a 100% yield; for example, 0.34 means a 34% yield). (1) The reactants are [Cl:1][C:2]1[N:3]=[C:4]([N:11]2[CH2:16][CH2:15][O:14][CH2:13][CH2:12]2)[C:5]2[O:10][CH:9]=[CH:8][C:6]=2[N:7]=1.C([Li])CCC.[I:22]I. The catalyst is C1COCC1. The product is [Cl:1][C:2]1[N:3]=[C:4]([N:11]2[CH2:16][CH2:15][O:14][CH2:13][CH2:12]2)[C:5]2[O:10][C:9]([I:22])=[CH:8][C:6]=2[N:7]=1. The yield is 0.830. (2) The reactants are [N:1]#[C:2]Br.[Br:4][C:5]1[CH:10]=[CH:9][C:8]([NH:11][C:12]2[C:13]([C:21]([NH:23][NH2:24])=[O:22])=[CH:14][N:15]([CH3:20])[C:16](=[O:19])[C:17]=2[F:18])=[C:7]([F:25])[CH:6]=1.C([O-])(O)=O.[Na+]. The catalyst is O1CCOCC1.O. The product is [NH2:1][C:2]1[O:22][C:21]([C:13]2[C:12]([NH:11][C:8]3[CH:9]=[CH:10][C:5]([Br:4])=[CH:6][C:7]=3[F:25])=[C:17]([F:18])[C:16](=[O:19])[N:15]([CH3:20])[CH:14]=2)=[N:23][N:24]=1. The yield is 0.890. (3) The reactants are [C:1]([SiH2:5][O:6][C:7]([CH3:32])([CH3:31])[C:8]1[CH:9]=[C:10]2[C:14](=[CH:15][CH:16]=1)[N:13]([CH3:17])[N:12]=[C:11]2[Sn](CCCC)(CCCC)CCCC)([CH3:4])([CH3:3])[CH3:2].[C:33]([NH:37][C:38]([C:40]1[C:48]2[C:43](=[N:44][CH:45]=[C:46](Br)[N:47]=2)[N:42]([CH2:50][O:51][CH2:52][CH2:53][Si:54]([CH3:57])([CH3:56])[CH3:55])[CH:41]=1)=[O:39])([CH3:36])([CH3:35])[CH3:34]. The catalyst is CN(C=O)C.C1C=CC([P]([Pd]([P](C2C=CC=CC=2)(C2C=CC=CC=2)C2C=CC=CC=2)([P](C2C=CC=CC=2)(C2C=CC=CC=2)C2C=CC=CC=2)[P](C2C=CC=CC=2)(C2C=CC=CC=2)C2C=CC=CC=2)(C2C=CC=CC=2)C2C=CC=CC=2)=CC=1.[Cu]I. The product is [C:33]([NH:37][C:38]([C:40]1[C:48]2[C:43](=[N:44][CH:45]=[C:46]([C:11]3[C:10]4[C:14](=[CH:15][CH:16]=[C:8]([C:7]([CH3:32])([CH3:31])[O:6][SiH2:5][C:1]([CH3:4])([CH3:3])[CH3:2])[CH:9]=4)[N:13]([CH3:17])[N:12]=3)[N:47]=2)[N:42]([CH2:50][O:51][CH2:52][CH2:53][Si:54]([CH3:57])([CH3:56])[CH3:55])[CH:41]=1)=[O:39])([CH3:36])([CH3:35])[CH3:34]. The yield is 0.730. (4) The reactants are [NH2:1][C:2]1[N:7]=[CH:6][CH:5]=[CH:4][N:3]=1.[CH3:8][O:9][C:10]1[CH:17]=[CH:16][C:13]([CH:14]=O)=[CH:12][CH:11]=1.C(O[BH-](OC(=O)C)OC(=O)C)(=O)C.[Na+]. The catalyst is C(Cl)Cl.CC(C)[O-].CC(C)[O-].CC(C)[O-].[Ti](Cl)(Cl)(Cl)Cl. The product is [CH3:8][O:9][C:10]1[CH:17]=[CH:16][C:13]([CH2:14][NH:1][C:2]2[N:7]=[CH:6][CH:5]=[CH:4][N:3]=2)=[CH:12][CH:11]=1. The yield is 0.520. (5) The reactants are [CH3:1][N:2]([CH3:20])[CH2:3][CH2:4][CH2:5][O:6][C:7]1[CH:12]=[CH:11][C:10]([NH2:13])=[CH:9][C:8]=1[C:14]1[N:15]([CH3:19])[N:16]=[CH:17][CH:18]=1.[F:21][C:22]1[CH:27]=[CH:26][C:25]([N:28]=[C:29]=[O:30])=[CH:24][CH:23]=1. The catalyst is C(Cl)Cl. The product is [CH3:20][N:2]([CH3:1])[CH2:3][CH2:4][CH2:5][O:6][C:7]1[CH:12]=[CH:11][C:10]([NH:13][C:29]([NH:28][C:25]2[CH:26]=[CH:27][C:22]([F:21])=[CH:23][CH:24]=2)=[O:30])=[CH:9][C:8]=1[C:14]1[N:15]([CH3:19])[N:16]=[CH:17][CH:18]=1. The yield is 0.730. (6) The reactants are C[C@@H]1CN(C2C3=NC=CC=C3NC=2)CCN1C(OC(C)(C)C)=O.C(OC([NH:34][C@H:35]([CH3:54])[C:36]([N:38]([CH2:48][C:49](OCC)=[O:50])[C:39]1[C:43]2=[N:44][CH:45]=[CH:46][CH:47]=[C:42]2[NH:41][CH:40]=1)=[O:37])=O)C1C=CC=CC=1. The catalyst is [Pd].CO. The product is [CH3:54][C@H:35]1[NH:34][C:49](=[O:50])[CH2:48][N:38]([C:39]2[C:43]3=[N:44][CH:45]=[CH:46][CH:47]=[C:42]3[NH:41][CH:40]=2)[C:36]1=[O:37]. The yield is 1.00. (7) The reactants are [NH2:1][C:2]1[C:7]([NH2:8])=[CH:6][CH:5]=[CH:4][C:3]=1[OH:9].C([O-])([O-])=O.[K+].[K+].[CH2:16](Br)[C:17]1[CH:22]=[CH:21][CH:20]=[CH:19][CH:18]=1.[C:24](O)(=O)[CH2:25][CH3:26]. The catalyst is CN(C=O)C. The product is [CH2:16]([O:9][C:3]1[C:2]2[NH:1][C:24]([CH2:25][CH3:26])=[N:8][C:7]=2[CH:6]=[CH:5][CH:4]=1)[C:17]1[CH:22]=[CH:21][CH:20]=[CH:19][CH:18]=1. The yield is 0.440. (8) The reactants are CS(O[CH2:6][C:7]12[CH2:13][C:10]([O:14][CH2:15][C:16]3[CH:21]=[CH:20][CH:19]=[C:18]([O:22][C:23]4[CH:28]=[CH:27][CH:26]=[CH:25][CH:24]=4)[CH:17]=3)([CH2:11][CH2:12]1)[CH2:9][CH2:8]2)(=O)=O.[C-:29]#[N:30].[Na+].CCOC(C)=O.CCCCCC. The product is [O:22]([C:18]1[CH:17]=[C:16]([CH:21]=[CH:20][CH:19]=1)[CH2:15][O:14][C:10]12[CH2:13][C:7]([CH2:6][C:29]#[N:30])([CH2:12][CH2:11]1)[CH2:8][CH2:9]2)[C:23]1[CH:24]=[CH:25][CH:26]=[CH:27][CH:28]=1. The yield is 0.940. The catalyst is [I-].C([N+](CCCC)(CCCC)CCCC)CCC.CS(C)=O.CCOC(C)=O. (9) The reactants are [F:1][C:2]([F:34])([F:33])[C:3]1[CH:28]=[C:27]([C:29]([F:32])([F:31])[F:30])[CH:26]=[CH:25][C:4]=1[CH2:5][O:6][C:7]1[CH:12]=[CH:11][C:10](/[CH:13]=[C:14]2\[NH:15][C:16](=[O:22])[N:17]([CH2:20][CH3:21])[C:18]\2=[NH:19])=[CH:9][C:8]=1[O:23][CH3:24].Cl.[CH3:36]N. The catalyst is C(O)C. The product is [F:34][C:2]([F:1])([F:33])[C:3]1[CH:28]=[C:27]([C:29]([F:31])([F:30])[F:32])[CH:26]=[CH:25][C:4]=1[CH2:5][O:6][C:7]1[CH:12]=[CH:11][C:10](/[CH:13]=[C:14]2\[NH:15][C:16](=[O:22])[N:17]([CH2:20][CH3:21])\[C:18]\2=[N:19]\[CH3:36])=[CH:9][C:8]=1[O:23][CH3:24]. The yield is 0.600. (10) The reactants are [CH2:1]([N:3]1[C:7]([CH2:8][S:9][C:10]2[N:15]=[C:14]([OH:16])[CH:13]=[C:12]([CH3:17])[N:11]=2)=[C:6]([CH3:18])[N:5]=[CH:4]1)[CH3:2].[ClH:19].O1CCOCC1. The catalyst is CO. The product is [ClH:19].[CH2:1]([N:3]1[C:7]([CH2:8][S:9][C:10]2[N:15]=[C:14]([OH:16])[CH:13]=[C:12]([CH3:17])[N:11]=2)=[C:6]([CH3:18])[N:5]=[CH:4]1)[CH3:2]. The yield is 0.990.